This data is from Reaction yield outcomes from USPTO patents with 853,638 reactions. The task is: Predict the reaction yield, written as a fraction of the theoretical maximum amount of product (1.0 means a 100% yield; for example, 0.34 means a 34% yield). (1) The reactants are [CH3:1][O:2][CH2:3][CH2:4][N:5]1[CH2:11][C:10]2[CH:12]=[C:13]([NH2:16])[CH:14]=[CH:15][C:9]=2[S:8][CH2:7][CH2:6]1.Cl[C:18]1[N:23]=[C:22]([NH:24][C:25]2[CH:34]=[CH:33][CH:32]=[CH:31][C:26]=2[C:27]([NH:29][CH3:30])=[O:28])[C:21]([Cl:35])=[CH:20][N:19]=1. No catalyst specified. The product is [Cl:35][C:21]1[C:22]([NH:24][C:25]2[CH:34]=[CH:33][CH:32]=[CH:31][C:26]=2[C:27]([NH:29][CH3:30])=[O:28])=[N:23][C:18]([NH:16][C:13]2[CH:14]=[CH:15][C:9]3[S:8][CH2:7][CH2:6][N:5]([CH2:4][CH2:3][O:2][CH3:1])[CH2:11][C:10]=3[CH:12]=2)=[N:19][CH:20]=1. The yield is 0.430. (2) The reactants are [CH3:1][N:2]([C:27]1[CH:32]=[CH:31][CH:30]=[CH:29][CH:28]=1)[C:3](=[O:26])[CH2:4][N:5]1[C:15]2=[C:16]3[C:11](=[CH:12][CH:13]=[CH:14]2)[CH2:10][CH:9]([NH:17]C(=O)OC(C)(C)C)[CH2:8][N:7]3[C:6]1=[O:25].[ClH:33].O1CCOCC1. The catalyst is O1CCOCC1. The product is [ClH:33].[NH2:17][CH:9]1[CH2:10][C:11]2[C:16]3=[C:15]([N:5]([CH2:4][C:3]([N:2]([CH3:1])[C:27]4[CH:32]=[CH:31][CH:30]=[CH:29][CH:28]=4)=[O:26])[C:6](=[O:25])[N:7]3[CH2:8]1)[CH:14]=[CH:13][CH:12]=2. The yield is 0.730. (3) The reactants are [NH:1]1[CH2:6][CH2:5][O:4][CH2:3][CH2:2]1.[C:7]1(=[O:14])[O:13][C:11](=[O:12])[CH2:10][C:8]1=[CH2:9]. The catalyst is ClCCl. The product is [CH2:9]=[C:8]([CH2:10][C:11]([N:1]1[CH2:6][CH2:5][O:4][CH2:3][CH2:2]1)=[O:12])[C:7]([OH:14])=[O:13]. The yield is 0.680.